This data is from Full USPTO retrosynthesis dataset with 1.9M reactions from patents (1976-2016). The task is: Predict the reactants needed to synthesize the given product. (1) Given the product [OH:2][CH2:1][CH2:3][NH:4][C:13](=[O:14])[O:12][CH2:11][C:8]1[CH:9]=[CH:10][CH:5]=[CH:6][CH:7]=1, predict the reactants needed to synthesize it. The reactants are: [CH2:1]([CH2:3][NH2:4])[OH:2].[CH:5]1[CH:10]=[CH:9][C:8]([CH2:11][O:12][C:13](Cl)=[O:14])=[CH:7][CH:6]=1.CCN(C(C)C)C(C)C. (2) Given the product [ClH:23].[NH:8]1[CH2:13][CH2:12][O:11][CH:10]([C:14]2[NH:15][C:16]3[CH:21]=[CH:20][N:19]=[CH:18][C:17]=3[N:22]=2)[CH2:9]1, predict the reactants needed to synthesize it. The reactants are: C1(C[N:8]2[CH2:13][CH2:12][O:11][CH:10]([C:14]3[NH:15][C:16]4[CH:21]=[CH:20][N:19]=[CH:18][C:17]=4[N:22]=3)[CH2:9]2)C=CC=CC=1.[ClH:23]. (3) Given the product [ClH:18].[CH3:1][C:2]1[CH:3]=[CH:4][C:5]([C:12]2[CH:17]=[CH:16][N:15]=[CH:14][CH:13]=2)=[C:6]([CH:11]=1)[C:7]([OH:9])=[O:8], predict the reactants needed to synthesize it. The reactants are: [CH3:1][C:2]1[CH:3]=[CH:4][C:5]([C:12]2[CH:17]=[CH:16][N:15]=[CH:14][CH:13]=2)=[C:6]([CH:11]=1)[C:7]([O:9]C)=[O:8].[ClH:18]. (4) Given the product [OH:2][C:3]1[C:10]([OH:11])=[C:9]([O:13][CH3:14])[CH:8]=[CH:7][C:4]=1[CH:5]=[O:6], predict the reactants needed to synthesize it. The reactants are: C[O:2][C:3]1[C:10]([O:11]C)=[C:9]([O:13][CH3:14])[CH:8]=[CH:7][C:4]=1[CH:5]=[O:6].B(Cl)(Cl)Cl.C(=O)(O)[O-].[Na+].Cl.